This data is from Forward reaction prediction with 1.9M reactions from USPTO patents (1976-2016). The task is: Predict the product of the given reaction. Given the reactants [Br:1][C:2]1[CH:7]=[CH:6][C:5](I)=[C:4]([Cl:9])[CH:3]=1.C([Mg]Cl)(C)C.O1CCCC1.[CH:20]([CH:23]1[CH2:26][C:25](=[O:27])[CH2:24]1)([CH3:22])[CH3:21].[Cl-].[NH4+], predict the reaction product. The product is: [Br:1][C:2]1[CH:7]=[CH:6][C:5]([C:25]2([OH:27])[CH2:26][CH:23]([CH:20]([CH3:22])[CH3:21])[CH2:24]2)=[C:4]([Cl:9])[CH:3]=1.